This data is from Full USPTO retrosynthesis dataset with 1.9M reactions from patents (1976-2016). The task is: Predict the reactants needed to synthesize the given product. (1) Given the product [CH3:16][C:13]1[O:12][C:11]([C:8]2[CH:9]=[C:10]3[C:2]([C:22]4[CH:23]=[CH:24][C:19]([S:18][CH3:17])=[CH:20][CH:21]=4)=[CH:3][O:4][C:5]3=[CH:6][N:7]=2)=[N:15][N:14]=1, predict the reactants needed to synthesize it. The reactants are: Br[C:2]1[C:10]2[C:5](=[CH:6][N:7]=[C:8]([C:11]3[O:12][C:13]([CH3:16])=[N:14][N:15]=3)[CH:9]=2)[O:4][CH:3]=1.[CH3:17][S:18][C:19]1[CH:24]=[CH:23][C:22](B(O)O)=[CH:21][CH:20]=1. (2) Given the product [CH3:1][O:2][C:3]1[CH:17]=[CH:16][C:6]2[N:7]=[N:8][N:9]([CH2:12][C:13]([NH:29][C@H:27]([C:24]3[CH:23]=[CH:22][C:21]([O:20][C:19]([F:18])([F:30])[F:31])=[CH:26][CH:25]=3)[CH3:28])=[O:15])[C:10](=[O:11])[C:5]=2[CH:4]=1, predict the reactants needed to synthesize it. The reactants are: [CH3:1][O:2][C:3]1[CH:17]=[CH:16][C:6]2[N:7]=[N:8][N:9]([CH2:12][C:13]([OH:15])=O)[C:10](=[O:11])[C:5]=2[CH:4]=1.[F:18][C:19]([F:31])([F:30])[O:20][C:21]1[CH:26]=[CH:25][C:24]([C@@H:27]([NH2:29])[CH3:28])=[CH:23][CH:22]=1. (3) Given the product [CH3:40][N:41]1[CH2:42][CH2:43][CH:44]([N:47]2[CH2:52][CH2:51][N:50]([C:22]([O:21][C:5]3([C:31]4[C:32]([O:37][CH2:38][CH3:39])=[N:33][CH:34]=[CH:35][CH:36]=4)[C:4]4[C:8](=[CH:9][CH:10]=[C:2]([Cl:1])[CH:3]=4)[NH:7][C:6]3=[O:20])=[O:24])[CH2:49][CH2:48]2)[CH2:45][CH2:46]1, predict the reactants needed to synthesize it. The reactants are: [Cl:1][C:2]1[CH:3]=[C:4]2[C:8](=[CH:9][CH:10]=1)[N:7](C(OC1C=CC=CC=1)=O)[C:6](=[O:20])[C:5]2([C:31]1[C:32]([O:37][CH2:38][CH3:39])=[N:33][CH:34]=[CH:35][CH:36]=1)[O:21][C:22]([O:24]C1C=CC=CC=1)=O.[CH3:40][N:41]1[CH2:46][CH2:45][CH:44]([N:47]2[CH2:52][CH2:51][NH:50][CH2:49][CH2:48]2)[CH2:43][CH2:42]1.C1COCC1. (4) Given the product [F:1][C:2]([C:5]1[CH:12]=[CH:11][C:8]([CH:9]2[N:13]([C:14]3[N:15]=[N:16][C:17]([CH3:20])=[CH:18][CH:19]=3)[C:24](=[O:23])[C:25]([OH:39])=[C:26]2[C:27](=[O:28])[C:29]2[CH:34]=[CH:33][C:32]([S:35]([CH3:38])(=[O:37])=[O:36])=[CH:31][CH:30]=2)=[CH:7][CH:6]=1)([F:4])[CH3:3], predict the reactants needed to synthesize it. The reactants are: [F:1][C:2]([C:5]1[CH:12]=[CH:11][C:8]([CH:9]=O)=[CH:7][CH:6]=1)([F:4])[CH3:3].[NH2:13][C:14]1[N:15]=[N:16][C:17]([CH3:20])=[CH:18][CH:19]=1.C([O:23][C:24](=O)[C:25](=[O:39])[CH2:26][C:27]([C:29]1[CH:34]=[CH:33][C:32]([S:35]([CH3:38])(=[O:37])=[O:36])=[CH:31][CH:30]=1)=[O:28])C. (5) The reactants are: [NH:1]1[C:5]2=[N:6][CH:7]=[CH:8][C:9]([NH:10][C:11]3C=CS[C:12]=3[C:16]([OH:18])=[O:17])=[C:4]2[CH:3]=[CH:2]1.N[C:20]1[S:21]C=C[C:24]=1C(OC)=O. Given the product [NH:1]1[C:5]2=[N:6][CH:7]=[CH:8][C:9]([NH:10][C:11]3[S:21][CH:20]=[CH:24][C:12]=3[C:16]([OH:18])=[O:17])=[C:4]2[CH:3]=[CH:2]1, predict the reactants needed to synthesize it. (6) Given the product [Br:3][C:4]1[CH:5]=[C:6]2[C:10](=[CH:11][C:12]=1[F:13])[N:9]([CH3:14])[N:8]=[CH:7]2, predict the reactants needed to synthesize it. The reactants are: [H-].[Na+].[Br:3][C:4]1[CH:5]=[C:6]2[C:10](=[CH:11][C:12]=1[F:13])[NH:9][N:8]=[CH:7]2.[CH2:14]1COCC1.